The task is: Predict the product of the given reaction.. This data is from Forward reaction prediction with 1.9M reactions from USPTO patents (1976-2016). Given the reactants [NH2:1][C:2]1[N:7]=[CH:6][N:5]=[C:4]2[N:8]([CH:12]3[CH2:16][CH2:15][N:14]([C:17]([O:19][C:20]([CH3:23])([CH3:22])[CH3:21])=[O:18])[CH2:13]3)[N:9]=[C:10](I)[C:3]=12.CC1(C)C(C)(C)OB([C:32]2[CH:37]=[CH:36][C:35]([NH:38][C:39]3[O:40][C:41]4[C:47]([CH3:48])=[CH:46][C:45]([CH3:49])=[CH:44][C:42]=4[N:43]=3)=[CH:34][CH:33]=2)O1.C(=O)([O-])[O-].[Na+].[Na+], predict the reaction product. The product is: [NH2:1][C:2]1[N:7]=[CH:6][N:5]=[C:4]2[N:8]([CH:12]3[CH2:16][CH2:15][N:14]([C:17]([O:19][C:20]([CH3:23])([CH3:22])[CH3:21])=[O:18])[CH2:13]3)[N:9]=[C:10]([C:32]3[CH:33]=[CH:34][C:35]([NH:38][C:39]4[O:40][C:41]5[C:47]([CH3:48])=[CH:46][C:45]([CH3:49])=[CH:44][C:42]=5[N:43]=4)=[CH:36][CH:37]=3)[C:3]=12.